From a dataset of Forward reaction prediction with 1.9M reactions from USPTO patents (1976-2016). Predict the product of the given reaction. Given the reactants [CH2:1]([O:5][C:6]1[N:14]=[C:13]2[C:9]([N:10]=[C:11]([O:21][CH3:22])[N:12]2C2CCCCO2)=[C:8]([NH2:23])[N:7]=1)[CH2:2][CH2:3][CH3:4].[F:24][C:25]([F:30])([F:29])[C:26]([OH:28])=[O:27], predict the reaction product. The product is: [F:24][C:25]([F:30])([F:29])[C:26]([OH:28])=[O:27].[CH2:1]([O:5][C:6]1[N:14]=[C:13]2[C:9]([N:10]=[C:11]([O:21][CH3:22])[NH:12]2)=[C:8]([NH2:23])[N:7]=1)[CH2:2][CH2:3][CH3:4].